Dataset: Forward reaction prediction with 1.9M reactions from USPTO patents (1976-2016). Task: Predict the product of the given reaction. (1) Given the reactants [Cl:1][C:2]1[CH:7]=[C:6]([N:8]2[CH:12]=[CH:11][CH:10]=[N:9]2)[CH:5]=[CH:4][C:3]=1[C:13]([N:15]1[C:21]2[CH:22]=[CH:23][CH:24]=[CH:25][C:20]=2[CH2:19][NH:18][C@H:17]([CH3:26])[CH2:16]1)=[O:14].[N:27]([CH2:30][C:31]([O:33][CH2:34][CH3:35])=[O:32])=[C:28]=[O:29], predict the reaction product. The product is: [Cl:1][C:2]1[CH:7]=[C:6]([N:8]2[CH:12]=[CH:11][CH:10]=[N:9]2)[CH:5]=[CH:4][C:3]=1[C:13]([N:15]1[C:21]2[CH:22]=[CH:23][CH:24]=[CH:25][C:20]=2[CH2:19][N:18]([C:28]([NH:27][CH2:30][C:31]([O:33][CH2:34][CH3:35])=[O:32])=[O:29])[C@H:17]([CH3:26])[CH2:16]1)=[O:14]. (2) Given the reactants ClC(Cl)(O[C:5](=[O:11])OC(Cl)(Cl)Cl)Cl.[NH2:13][C:14]1[S:15][C:16]([CH3:24])=[C:17]([CH3:23])[C:18]=1[C:19](=[O:22])[CH2:20][CH3:21].CC[N:27](C(C)C)C(C)C.N, predict the reaction product. The product is: [CH3:23][C:17]1[C:18]([C:19](=[O:22])[CH2:20][CH3:21])=[C:14]([NH:13][C:5]([NH2:27])=[O:11])[S:15][C:16]=1[CH3:24]. (3) Given the reactants [C:1](O)(=[O:3])C.C(O)(=O)C.I(C1C=CC=CC=1)=O.B(F)(F)F.CCOCC.[CH2:26]([O:28][C:29](=[O:38])[CH2:30][C:31]([CH:33]1[CH2:37][CH2:36][CH2:35][CH2:34]1)=[O:32])C, predict the reaction product. The product is: [CH3:26][O:28][C:29](=[O:38])[CH:30]([O:3][CH3:1])[C:31]([CH:33]1[CH2:37][CH2:36][CH2:35][CH2:34]1)=[O:32]. (4) Given the reactants [C:1]([O:5][C:6](=[O:17])[NH:7][C@H:8]1[CH2:13][CH2:12][C@H:11]([CH2:14][CH2:15]Br)[CH2:10][CH2:9]1)([CH3:4])([CH3:3])[CH3:2].C(=O)([O-])[O-].[Cs+].[Cs+].[I-].[Na+].[S:26]1[C:30]2[CH2:31][C@@H:32]([NH2:35])[CH2:33][CH2:34][C:29]=2[N:28]=[C:27]1[NH2:36], predict the reaction product. The product is: [C:1]([O:5][C:6](=[O:17])[NH:7][C@H:8]1[CH2:13][CH2:12][C@H:11]([CH2:14][CH2:15][NH:35][C@H:32]2[CH2:33][CH2:34][C:29]3[N:28]=[C:27]([NH2:36])[S:26][C:30]=3[CH2:31]2)[CH2:10][CH2:9]1)([CH3:4])([CH3:3])[CH3:2]. (5) Given the reactants C(O[C:4]1[C:7](=[O:8])[C:6](=[O:9])[C:5]=1[NH:10][C:11]1[CH:12]=[C:13]([CH:18]2[C:23]([C:24]([O:26][CH3:27])=[O:25])=[C:22]([CH3:28])[NH:21][C:20]([CH3:29])=[C:19]2[C:30]([O:32][CH3:33])=[O:31])[CH:14]=[CH:15][C:16]=1[F:17])C.[CH3:34][O:35][C:36]1[CH:37]=[C:38]([CH:42]2[CH2:47][CH2:46][N:45]([CH2:48][CH2:49][CH2:50][NH2:51])[CH2:44][CH2:43]2)[CH:39]=[CH:40][CH:41]=1, predict the reaction product. The product is: [F:17][C:16]1[CH:15]=[CH:14][C:13]([CH:18]2[C:19]([C:30]([O:32][CH3:33])=[O:31])=[C:20]([CH3:29])[NH:21][C:22]([CH3:28])=[C:23]2[C:24]([O:26][CH3:27])=[O:25])=[CH:12][C:11]=1[NH:10][C:5]1[C:6](=[O:9])[C:7](=[O:8])[C:4]=1[NH:51][CH2:50][CH2:49][CH2:48][N:45]1[CH2:44][CH2:43][CH:42]([C:38]2[CH:39]=[CH:40][CH:41]=[C:36]([O:35][CH3:34])[CH:37]=2)[CH2:47][CH2:46]1.